Dataset: Reaction yield outcomes from USPTO patents with 853,638 reactions. Task: Predict the reaction yield, written as a fraction of the theoretical maximum amount of product (1.0 means a 100% yield; for example, 0.34 means a 34% yield). (1) The reactants are [CH:1]1([C@H:4]2[C@H:8]([OH:9])[CH2:7][C:6](=[O:10])[N:5]2[C:11]([O:13][C:14]([CH3:17])([CH3:16])[CH3:15])=[O:12])[CH2:3][CH2:2]1.[C:18]([Si:22](Cl)([CH3:24])[CH3:23])([CH3:21])([CH3:20])[CH3:19].N1C=CN=C1. The catalyst is CN(C=O)C. The product is [Si:22]([O:9][C@@H:8]1[CH2:7][C:6](=[O:10])[N:5]([C:11]([O:13][C:14]([CH3:17])([CH3:16])[CH3:15])=[O:12])[C@H:4]1[CH:1]1[CH2:2][CH2:3]1)([C:18]([CH3:21])([CH3:20])[CH3:19])([CH3:24])[CH3:23]. The yield is 0.900. (2) The reactants are [CH3:1][C@H:2]1[C:10]2[C:9](O)=[N:8][CH:7]=[N:6][C:5]=2[CH2:4][CH2:3]1.O=P(Cl)(Cl)[Cl:14]. No catalyst specified. The product is [Cl:14][C:9]1[C:10]2[C@H:2]([CH3:1])[CH2:3][CH2:4][C:5]=2[N:6]=[CH:7][N:8]=1. The yield is 0.490. (3) The reactants are [Br:1][C:2]1[CH:3]=[CH:4][C:5]([F:20])=[C:6]([CH:19]=1)[C:7]([NH:9][C:10]1[C:15]([F:16])=[CH:14][CH:13]=[C:12]([OH:17])[C:11]=1[F:18])=O. The catalyst is C1COCC1. The product is [Br:1][C:2]1[CH:3]=[CH:4][C:5]([F:20])=[C:6]([CH2:7][NH:9][C:10]2[C:11]([F:18])=[C:12]([OH:17])[CH:13]=[CH:14][C:15]=2[F:16])[CH:19]=1. The yield is 0.940. (4) The catalyst is C1(C)C=CC=CC=1.O. The yield is 0.980. The product is [CH2:1]([O:8][C:9]1[CH:10]=[C:11]2[C:16](=[CH:17][CH:18]=1)[C:15]([O:19][S:20]([CH3:23])(=[O:22])=[O:21])=[C:14]([C:29]1[CH:30]=[CH:31][C:26]([F:25])=[CH:27][CH:28]=1)[CH:13]=[CH:12]2)[C:2]1[CH:7]=[CH:6][CH:5]=[CH:4][CH:3]=1. The reactants are [CH2:1]([O:8][C:9]1[CH:10]=[C:11]2[C:16](=[CH:17][CH:18]=1)[C:15]([O:19][S:20]([CH3:23])(=[O:22])=[O:21])=[C:14](Br)[CH:13]=[CH:12]2)[C:2]1[CH:7]=[CH:6][CH:5]=[CH:4][CH:3]=1.[F:25][C:26]1[CH:31]=[CH:30][C:29](B(O)O)=[CH:28][CH:27]=1.C(=O)([O-])[O-].[Na+].[Na+].C(O)C. (5) The reactants are [C:1]([O:5][C:6](=[O:23])[NH:7][CH2:8][CH2:9][CH2:10][CH2:11][NH:12][CH:13]1[C:18]2=[N:19][CH:20]=[CH:21][CH:22]=[C:17]2[O:16][CH2:15][CH2:14]1)([CH3:4])([CH3:3])[CH3:2].C(N(CC)C(C)C)(C)C.[C:33]([O:37][C:38]([N:40]1[C:44]2[CH:45]=[CH:46][CH:47]=[CH:48][C:43]=2[N:42]=[C:41]1[CH2:49]Cl)=[O:39])([CH3:36])([CH3:35])[CH3:34].[I-].[K+]. The catalyst is CC#N. The product is [C:33]([O:37][C:38]([N:40]1[C:44]2[CH:45]=[CH:46][CH:47]=[CH:48][C:43]=2[N:42]=[C:41]1[CH2:49][N:12]([CH2:11][CH2:10][CH2:9][CH2:8][NH:7][C:6]([O:5][C:1]([CH3:4])([CH3:2])[CH3:3])=[O:23])[CH:13]1[C:18]2=[N:19][CH:20]=[CH:21][CH:22]=[C:17]2[O:16][CH2:15][CH2:14]1)=[O:39])([CH3:36])([CH3:35])[CH3:34]. The yield is 0.670. (6) The reactants are [O:1]=[C:2]1[CH2:7][CH2:6][CH:5]([C:8]([O:10][CH2:11][CH3:12])=[O:9])[CH2:4][CH2:3]1.[Li+].[CH3:14][Si]([N-][Si](C)(C)C)(C)C.IC.CC(=O)OCC. The catalyst is C1COCC1.O. The product is [CH3:14][CH:3]1[C:2](=[O:1])[CH2:7][CH2:6][CH:5]([C:8]([O:10][CH2:11][CH3:12])=[O:9])[CH2:4]1. The yield is 0.370. (7) The reactants are [CH3:1][O:2][C:3]([NH:5][C:6]1[S:7][CH:8]=[C:9]([C:11]([OH:13])=O)[N:10]=1)=[O:4].[NH2:14][C@H:15]([CH3:31])[CH2:16][N:17]1[CH:21]=[CH:20][C:19]([C:22]2[CH:29]=[CH:28][C:25]([C:26]#[N:27])=[C:24]([Cl:30])[CH:23]=2)=[N:18]1. No catalyst specified. The product is [Cl:30][C:24]1[CH:23]=[C:22]([C:19]2[CH:20]=[CH:21][N:17]([CH2:16][C@H:15]([NH:14][C:11]([C:9]3[N:10]=[C:6]([NH:5][C:3](=[O:4])[O:2][CH3:1])[S:7][CH:8]=3)=[O:13])[CH3:31])[N:18]=2)[CH:29]=[CH:28][C:25]=1[C:26]#[N:27]. The yield is 0.272. (8) The reactants are [OH:1][C:2]1[CH:9]=[CH:8][C:5]([C:6]#[N:7])=[CH:4][CH:3]=1.[Br:10][CH2:11][CH2:12][CH2:13]Br.C([O-])([O-])=O.[Cs+].[Cs+]. The catalyst is C(#N)C. The product is [Br:10][CH2:11][CH2:12][CH2:13][O:1][C:2]1[CH:9]=[CH:8][C:5]([C:6]#[N:7])=[CH:4][CH:3]=1. The yield is 0.714. (9) The reactants are [CH3:1][O:2][C:3](=[O:15])[C:4]1[CH:9]=[CH:8][C:7]([CH2:10][NH:11][CH:12]=[O:13])=[N:6][C:5]=1Cl.P([O-])([O-])([O-])=O.[K+].[K+].[K+].[F:24][C:25]1[CH:30]=[C:29]([S:31][CH3:32])[CH:28]=[CH:27][C:26]=1[NH2:33].C1(P(C2CCCCC2)C2C=CC=CC=2C2C(OC(C)C)=CC=CC=2OC(C)C)CCCCC1. The catalyst is C1(C)C=CC=CC=1.C1C=CC(/C=C/C(/C=C/C2C=CC=CC=2)=O)=CC=1.C1C=CC(/C=C/C(/C=C/C2C=CC=CC=2)=O)=CC=1.C1C=CC(/C=C/C(/C=C/C2C=CC=CC=2)=O)=CC=1.[Pd].[Pd]. The product is [CH3:1][O:2][C:3](=[O:15])[C:4]1[CH:9]=[CH:8][C:7]([CH2:10][NH:11][CH:12]=[O:13])=[N:6][C:5]=1[NH:33][C:26]1[CH:27]=[CH:28][C:29]([S:31][CH3:32])=[CH:30][C:25]=1[F:24]. The yield is 0.230.